Dataset: Reaction yield outcomes from USPTO patents with 853,638 reactions. Task: Predict the reaction yield, written as a fraction of the theoretical maximum amount of product (1.0 means a 100% yield; for example, 0.34 means a 34% yield). (1) The reactants are [NH2:1][C:2]1[N:6](C(OC(C)(C)C)=O)[N:5]=[C:4]([CH:14]2[CH2:16][CH2:15]2)[CH:3]=1.Br[C:18]1[C:19](=[O:26])[N:20]([CH3:25])[CH:21]=[C:22]([Br:24])[CH:23]=1.C(=O)([O-])[O-].[Cs+].[Cs+].CC1(C)C2C(=C(P(C3C=CC=CC=3)C3C=CC=CC=3)C=CC=2)OC2C(P(C3C=CC=CC=3)C3C=CC=CC=3)=CC=CC1=2. The catalyst is C1C=CC(/C=C/C(/C=C/C2C=CC=CC=2)=O)=CC=1.C1C=CC(/C=C/C(/C=C/C2C=CC=CC=2)=O)=CC=1.C1C=CC(/C=C/C(/C=C/C2C=CC=CC=2)=O)=CC=1.[Pd].[Pd].O1CCOCC1. The product is [Br:24][C:22]1[CH:23]=[C:18]([NH:1][C:2]2[NH:6][N:5]=[C:4]([CH:14]3[CH2:15][CH2:16]3)[CH:3]=2)[C:19](=[O:26])[N:20]([CH3:25])[CH:21]=1. The yield is 0.500. (2) The reactants are [Cl:1][C:2]1[CH:3]=[CH:4][C:5]([NH:8][C:9](=[O:17])[C:10]2[CH:15]=[CH:14][CH:13]=[CH:12][C:11]=2[NH2:16])=[N:6][CH:7]=1.[C:18]([N:25]1[CH2:33][CH2:32][CH:28]([C:29](O)=[O:30])[CH2:27][CH2:26]1)([O:20][C:21]([CH3:24])([CH3:23])[CH3:22])=[O:19].Cl.CN(C)CCCN=C=NCC. The catalyst is CN(C)C=O. The product is [Cl:1][C:2]1[CH:3]=[CH:4][C:5]([NH:8][C:9](=[O:17])[C:10]2[CH:15]=[CH:14][CH:13]=[CH:12][C:11]=2[NH:16][C:29]([CH:28]2[CH2:32][CH2:33][N:25]([C:18]([O:20][C:21]([CH3:24])([CH3:23])[CH3:22])=[O:19])[CH2:26][CH2:27]2)=[O:30])=[N:6][CH:7]=1. The yield is 0.180. (3) The reactants are C([Li])CCC.CCCCCC.C(NC(C)C)(C)C.[O:19]1[CH2:21][C@@H:20]1[CH2:22][CH2:23][C:24]([O:26][CH3:27])=[O:25].Cl. The catalyst is C1COCC1. The product is [OH:19][CH2:21][C@H:20]1[CH2:22][C@@H:23]1[C:24]([O:26][CH3:27])=[O:25]. The yield is 0.170. (4) The reactants are C[Sn](C)C.C[Sn](C)C.Br[C:10]1[CH:11]=[C:12]([C:16]2[C:25]3[C:20](=[CH:21][C:22]([O:31][CH3:32])=[C:23]4[O:28][C:27]([CH3:30])([CH3:29])[CH2:26][C:24]4=3)[CH2:19][C:18]([CH3:34])([CH3:33])[N:17]=2)[CH:13]=[CH:14][CH:15]=1.FC(F)(F)S(O[C:41]1[CH:50]=[CH:49][C:48]2[C:43](=[CH:44][CH:45]=[CH:46][CH:47]=2)[N:42]=1)(=O)=O.[Cl-].[Li+].[F-].[K+]. The catalyst is O1CCOCC1.C1C=CC([P]([Pd]([P](C2C=CC=CC=2)(C2C=CC=CC=2)C2C=CC=CC=2)([P](C2C=CC=CC=2)(C2C=CC=CC=2)C2C=CC=CC=2)[P](C2C=CC=CC=2)(C2C=CC=CC=2)C2C=CC=CC=2)(C2C=CC=CC=2)C2C=CC=CC=2)=CC=1.C(OCC)(=O)C. The product is [CH3:32][O:31][C:22]1[CH:21]=[C:20]2[C:25](=[C:24]3[CH2:26][C:27]([CH3:29])([CH3:30])[O:28][C:23]=13)[C:16]([C:12]1[CH:13]=[CH:14][CH:15]=[C:10]([C:41]3[CH:50]=[CH:49][C:48]4[C:43](=[CH:44][CH:45]=[CH:46][CH:47]=4)[N:42]=3)[CH:11]=1)=[N:17][C:18]([CH3:33])([CH3:34])[CH2:19]2. The yield is 0.460. (5) The yield is 0.330. The reactants are [S:1]1[CH:5]=[CH:4][C:3]2[C:6](=O)[CH2:7][CH2:8][C:2]1=2.[N:10]([C:13]1[CH:18]=[CH:17][CH:16]=[C:15]([O:19][CH3:20])[CH:14]=1)=[C:11]=S.C[Si](C)(C)[Si](C)(C)C.[Li].O.[NH2:31][NH2:32]. The product is [S:1]1[CH:5]=[CH:4][C:3]2[C:6]3[NH:31][N:32]=[C:11]([NH:10][C:13]4[CH:18]=[CH:17][CH:16]=[C:15]([O:19][CH3:20])[CH:14]=4)[C:7]=3[CH2:8][C:2]1=2. The catalyst is C1COCC1.O.C(O)(=O)C. (6) The reactants are [S:1]1[C:5]2[CH:6]=[CH:7][C:8]([NH:10][C:11]3[C:16]([C:17]([N:19]4[CH2:24][CH2:23][CH:22]([C:25]5[CH:30]=[CH:29][C:28]([F:31])=[CH:27][CH:26]=5)[CH2:21][CH2:20]4)=[O:18])=[CH:15][N:14]([OH:32])[C:13](=[O:33])[CH:12]=3)=[CH:9][C:4]=2[N:3]=[CH:2]1.Br[CH2:35][CH2:36][O:37][CH3:38]. No catalyst specified. The product is [S:1]1[C:5]2[CH:6]=[CH:7][C:8]([NH:10][C:11]3[C:16]([C:17]([N:19]4[CH2:24][CH2:23][CH:22]([C:25]5[CH:26]=[CH:27][C:28]([F:31])=[CH:29][CH:30]=5)[CH2:21][CH2:20]4)=[O:18])=[CH:15][N:14]([O:32][CH2:35][CH2:36][O:37][CH3:38])[C:13](=[O:33])[CH:12]=3)=[CH:9][C:4]=2[N:3]=[CH:2]1. The yield is 0.750. (7) The reactants are [C:1]([O:5][C:6]([N:8]1[CH2:13][CH2:12][C:11]2[NH:14][N:15]=[C:16]([C:17]3[CH:22]=[CH:21][C:20]([Cl:23])=[C:19]([CH3:24])[CH:18]=3)[C:10]=2[CH2:9]1)=[O:7])([CH3:4])([CH3:3])[CH3:2].[CH2:25]([CH:27]1[O:29][CH2:28]1)Cl.C(=O)([O-])[O-].[Cs+].[Cs+]. The catalyst is CN(C=O)C.CCOC(C)=O. The product is [C:1]([O:5][C:6]([N:8]1[CH2:13][CH2:12][C:11]2[N:14]([CH2:25][CH:27]3[CH2:28][O:29]3)[N:15]=[C:16]([C:17]3[CH:22]=[CH:21][C:20]([Cl:23])=[C:19]([CH3:24])[CH:18]=3)[C:10]=2[CH2:9]1)=[O:7])([CH3:4])([CH3:3])[CH3:2]. The yield is 0.570. (8) The reactants are Cl[CH2:2][CH2:3][C:4]([C:10]1[CH:15]=[CH:14][CH:13]=[CH:12][CH:11]=1)([OH:9])[CH2:5][C:6]([CH3:8])=[CH2:7].[Br:16][C:17]1[CH:22]=[CH:21][C:20]([C@@H:23]([NH2:25])[CH3:24])=[CH:19][CH:18]=1.C([O-])([O-])=O.[K+].[K+]. The catalyst is C(#N)C. The product is [Br:16][C:17]1[CH:22]=[CH:21][C:20]([C@@H:23]([NH:25][CH2:2][CH2:3][C:4]([C:10]2[CH:15]=[CH:14][CH:13]=[CH:12][CH:11]=2)([OH:9])[CH2:5][C:6]([CH3:8])=[CH2:7])[CH3:24])=[CH:19][CH:18]=1. The yield is 0.600. (9) The reactants are C(NC(=O)O)(C)(C)C.[CH2:9]([NH:12][C:13]([C:15]1([S:18]([NH2:21])(=[O:20])=[O:19])[CH2:17][CH2:16]1)=[O:14])[CH2:10][CH3:11].COCC1(S(N)(=O)=O)CC1. No catalyst specified. The product is [CH2:9]([NH:12][C:13]([C:15]1([S:18]([NH2:21])(=[O:19])=[O:20])[CH2:17][CH2:16]1)=[O:14])[CH2:10][CH3:11]. The yield is 0.500.